This data is from Full USPTO retrosynthesis dataset with 1.9M reactions from patents (1976-2016). The task is: Predict the reactants needed to synthesize the given product. (1) Given the product [Cl:33][C:30]1[CH:31]=[CH:32][C:27]([C:26]([NH:25][C:22]2[CH:23]=[CH:24][C:19]([CH2:18][NH:17][C:10]3[C:9]4[C:4](=[CH:5][CH:6]=[C:7]([C:13]([F:16])([F:15])[F:14])[CH:8]=4)[N:3]=[C:2]([Cl:1])[N:11]=3)=[CH:20][CH:21]=2)=[O:34])=[CH:28][CH:29]=1, predict the reactants needed to synthesize it. The reactants are: [Cl:1][C:2]1[N:11]=[C:10](Cl)[C:9]2[C:4](=[CH:5][CH:6]=[C:7]([C:13]([F:16])([F:15])[F:14])[CH:8]=2)[N:3]=1.[NH2:17][CH2:18][C:19]1[CH:24]=[CH:23][C:22]([NH:25][C:26](=[O:34])[C:27]2[CH:32]=[CH:31][C:30]([Cl:33])=[CH:29][CH:28]=2)=[CH:21][CH:20]=1. (2) Given the product [CH3:24][N:13]1[CH:14]=[C:15]([C:17]2[CH:18]=[N:19][CH:20]=[CH:21][CH:22]=2)[N:16]=[C:12]1[CH2:11][CH2:10][NH:9][C:7](=[O:8])[O:6][C:2]([CH3:4])([CH3:3])[CH3:5], predict the reactants needed to synthesize it. The reactants are: [I-].[C:2]([O:6][C:7]([NH:9][CH2:10][CH2:11][C:12]1[N:13]([CH3:24])[CH:14]=[C:15]([C:17]2[CH:18]=[N+:19](C)[CH:20]=[CH:21][CH:22]=2)[N:16]=1)=[O:8])([CH3:5])([CH3:4])[CH3:3].CN1C=CN=C1. (3) Given the product [F:1][B-:2]([F:5])([F:4])[F:3].[CH3:12][N:13]1[C:6]([O:7][CH3:9])=[CH:17][CH:16]=[CH:15][CH:14]1[CH:18]=[O:19], predict the reactants needed to synthesize it. The reactants are: [F:1][B-:2]([F:5])([F:4])[F:3].[CH3:6][O+:7]([CH3:9])C.CO[C:12]1[CH:17]=[CH:16][CH:15]=[C:14]([CH:18]=[O:19])[N:13]=1.N1C=CC=CC=1.F[B-](F)(F)F. (4) Given the product [Si:9]([O:8][C:7]1[CH:16]=[C:3]([CH:4]=[CH:5][C:6]=1[Cl:17])[CH2:2][NH:33][C@@H:31]([C:27]1[CH:28]=[CH:29][CH:30]=[C:25]([Cl:24])[CH:26]=1)[CH3:32])([C:12]([CH3:15])([CH3:14])[CH3:13])([CH3:11])[CH3:10], predict the reactants needed to synthesize it. The reactants are: Br[CH2:2][C:3]1[CH:4]=[CH:5][C:6]([Cl:17])=[C:7]([CH:16]=1)[O:8][Si:9]([C:12]([CH3:15])([CH3:14])[CH3:13])([CH3:11])[CH3:10].C(=O)([O-])[O-].[K+].[K+].[Cl:24][C:25]1[CH:26]=[C:27]([C@H:31]([NH2:33])[CH3:32])[CH:28]=[CH:29][CH:30]=1.